From a dataset of NCI-60 drug combinations with 297,098 pairs across 59 cell lines. Regression. Given two drug SMILES strings and cell line genomic features, predict the synergy score measuring deviation from expected non-interaction effect. (1) Drug 1: CC=C1C(=O)NC(C(=O)OC2CC(=O)NC(C(=O)NC(CSSCCC=C2)C(=O)N1)C(C)C)C(C)C. Drug 2: CC1C(C(CC(O1)OC2CC(CC3=C2C(=C4C(=C3O)C(=O)C5=CC=CC=C5C4=O)O)(C(=O)C)O)N)O. Cell line: A549. Synergy scores: CSS=74.5, Synergy_ZIP=2.87, Synergy_Bliss=0.474, Synergy_Loewe=2.03, Synergy_HSA=3.89. (2) Drug 1: CC(C1=C(C=CC(=C1Cl)F)Cl)OC2=C(N=CC(=C2)C3=CN(N=C3)C4CCNCC4)N. Drug 2: C1CCC(C(C1)N)N.C(=O)(C(=O)[O-])[O-].[Pt+4]. Cell line: MCF7. Synergy scores: CSS=45.1, Synergy_ZIP=2.75, Synergy_Bliss=8.47, Synergy_Loewe=-2.75, Synergy_HSA=9.29. (3) Drug 1: CC1C(C(CC(O1)OC2CC(CC3=C2C(=C4C(=C3O)C(=O)C5=C(C4=O)C(=CC=C5)OC)O)(C(=O)CO)O)N)O.Cl. Drug 2: C1=CC(=CC=C1CC(C(=O)O)N)N(CCCl)CCCl.Cl. Cell line: MALME-3M. Synergy scores: CSS=9.44, Synergy_ZIP=-5.51, Synergy_Bliss=-3.16, Synergy_Loewe=-2.84, Synergy_HSA=-2.21.